Dataset: NCI-60 drug combinations with 297,098 pairs across 59 cell lines. Task: Regression. Given two drug SMILES strings and cell line genomic features, predict the synergy score measuring deviation from expected non-interaction effect. Drug 1: C1CCN(CC1)CCOC2=CC=C(C=C2)C(=O)C3=C(SC4=C3C=CC(=C4)O)C5=CC=C(C=C5)O. Drug 2: CC1OCC2C(O1)C(C(C(O2)OC3C4COC(=O)C4C(C5=CC6=C(C=C35)OCO6)C7=CC(=C(C(=C7)OC)O)OC)O)O. Cell line: ACHN. Synergy scores: CSS=31.6, Synergy_ZIP=-1.44, Synergy_Bliss=-3.03, Synergy_Loewe=-18.1, Synergy_HSA=-3.13.